Dataset: hERG potassium channel inhibition data for cardiac toxicity prediction from Karim et al.. Task: Regression/Classification. Given a drug SMILES string, predict its toxicity properties. Task type varies by dataset: regression for continuous values (e.g., LD50, hERG inhibition percentage) or binary classification for toxic/non-toxic outcomes (e.g., AMES mutagenicity, cardiotoxicity, hepatotoxicity). Dataset: herg_karim. (1) The molecule is COC1COCCC1N(C)C1CCC(C(=O)N2CCN(c3cc(C(F)(F)F)cnn3)CC2)(C(C)C)C1. The result is 0 (non-blocker). (2) The drug is Cc1cccc(C)c1C(=O)N1CCC(N2CCC(N(Cc3ccccc3)C(=O)C3CCC3)CC2)CC1. The result is 1 (blocker). (3) The compound is CN(C)c1ccc(C(=O)N(CC(=O)NC2CCCCC2)Cc2ccc(C(=O)NO)cc2)cc1. The result is 0 (non-blocker).